This data is from Full USPTO retrosynthesis dataset with 1.9M reactions from patents (1976-2016). The task is: Predict the reactants needed to synthesize the given product. (1) Given the product [C:21]([O:25][C:26](=[O:27])[N:7]([CH2:6][C:5]1[CH:13]=[CH:14][C:2]([Br:1])=[CH:3][C:4]=1[Cl:15])[CH2:8][CH2:9][CH:10]([CH3:12])[CH3:11])([CH3:24])([CH3:23])[CH3:22], predict the reactants needed to synthesize it. The reactants are: [Br:1][C:2]1[CH:14]=[CH:13][C:5]([CH2:6][NH:7][CH2:8][CH2:9][CH:10]([CH3:12])[CH3:11])=[C:4]([Cl:15])[CH:3]=1.C(=O)(O)[O-].[Na+].[C:21]([O:25][C:26](O[C:26]([O:25][C:21]([CH3:24])([CH3:23])[CH3:22])=[O:27])=[O:27])([CH3:24])([CH3:23])[CH3:22]. (2) Given the product [CH:9](=[O:10])[C:1]1[C:2](=[CH:3][CH:4]=[CH:5][CH:6]=1)[CH:7]=[O:8], predict the reactants needed to synthesize it. The reactants are: [C:1]1([CH2:9][OH:10])[C:2]([CH2:7][OH:8])=[CH:3][CH:4]=[CH:5][CH:6]=1.[N+]([O-])(O)=O.O.